From a dataset of Peptide-MHC class II binding affinity with 134,281 pairs from IEDB. Regression. Given a peptide amino acid sequence and an MHC pseudo amino acid sequence, predict their binding affinity value. This is MHC class II binding data. (1) The peptide sequence is VSAIVGAAASVFVCL. The MHC is DRB3_0101 with pseudo-sequence DRB3_0101. The binding affinity (normalized) is 0. (2) The binding affinity (normalized) is 0.443. The MHC is DRB5_0101 with pseudo-sequence DRB5_0101. The peptide sequence is RLVAKLFKDYSSVVRPVED. (3) The peptide sequence is TQEFRYMNSQGLLPP. The MHC is DRB1_0101 with pseudo-sequence DRB1_0101. The binding affinity (normalized) is 0.215. (4) The peptide sequence is YDKFLANVSTVLNGK. The MHC is DRB1_0701 with pseudo-sequence DRB1_0701. The binding affinity (normalized) is 0.191. (5) The peptide sequence is FSNVYLFAKDKSGPL. The MHC is DRB1_0301 with pseudo-sequence DRB1_0301. The binding affinity (normalized) is 0.256.